Task: Regression. Given two drug SMILES strings and cell line genomic features, predict the synergy score measuring deviation from expected non-interaction effect.. Dataset: NCI-60 drug combinations with 297,098 pairs across 59 cell lines (1) Drug 1: CCN(CC)CCNC(=O)C1=C(NC(=C1C)C=C2C3=C(C=CC(=C3)F)NC2=O)C. Synergy scores: CSS=-3.21, Synergy_ZIP=1.37, Synergy_Bliss=1.29, Synergy_Loewe=-0.892, Synergy_HSA=-1.87. Drug 2: CC12CCC3C(C1CCC2OP(=O)(O)O)CCC4=C3C=CC(=C4)OC(=O)N(CCCl)CCCl.[Na+]. Cell line: RXF 393. (2) Drug 1: CC1=C(C(=CC=C1)Cl)NC(=O)C2=CN=C(S2)NC3=CC(=NC(=N3)C)N4CCN(CC4)CCO. Drug 2: C1C(C(OC1N2C=NC(=NC2=O)N)CO)O. Cell line: SK-MEL-5. Synergy scores: CSS=-6.21, Synergy_ZIP=0.814, Synergy_Bliss=-2.93, Synergy_Loewe=-9.19, Synergy_HSA=-8.71. (3) Drug 1: C1C(C(OC1N2C=NC3=C(N=C(N=C32)Cl)N)CO)O. Drug 2: CC1=C(N=C(N=C1N)C(CC(=O)N)NCC(C(=O)N)N)C(=O)NC(C(C2=CN=CN2)OC3C(C(C(C(O3)CO)O)O)OC4C(C(C(C(O4)CO)O)OC(=O)N)O)C(=O)NC(C)C(C(C)C(=O)NC(C(C)O)C(=O)NCCC5=NC(=CS5)C6=NC(=CS6)C(=O)NCCC[S+](C)C)O. Cell line: HOP-62. Synergy scores: CSS=71.1, Synergy_ZIP=-2.28, Synergy_Bliss=-3.93, Synergy_Loewe=-0.381, Synergy_HSA=2.84. (4) Drug 1: C1CCC(C1)C(CC#N)N2C=C(C=N2)C3=C4C=CNC4=NC=N3. Drug 2: C1=NC2=C(N1)C(=S)N=CN2. Cell line: OVCAR-4. Synergy scores: CSS=23.1, Synergy_ZIP=-15.2, Synergy_Bliss=-15.3, Synergy_Loewe=-55.8, Synergy_HSA=-15.7.